This data is from Catalyst prediction with 721,799 reactions and 888 catalyst types from USPTO. The task is: Predict which catalyst facilitates the given reaction. (1) Reactant: [F:1][CH:2]1[CH2:7][CH2:6][N:5]([C:8]2[CH:13]=[CH:12][N:11]=[CH:10][C:9]=2[N+:14]([O-])=O)[CH2:4][CH:3]1[N:17]1[C:25](=[O:26])[C:24]2[C:19](=[CH:20][CH:21]=[CH:22][CH:23]=2)[C:18]1=[O:27]. Product: [NH2:14][C:9]1[CH:10]=[N:11][CH:12]=[CH:13][C:8]=1[N:5]1[CH2:6][CH2:7][CH:2]([F:1])[CH:3]([N:17]2[C:18](=[O:27])[C:19]3[C:24](=[CH:23][CH:22]=[CH:21][CH:20]=3)[C:25]2=[O:26])[CH2:4]1. The catalyst class is: 162. (2) The catalyst class is: 4. Reactant: [OH:1][CH2:2][C@H:3]([N:5]1[C:10](=[O:11])[C:9]([C:12]2[N:16]([C:17]3[CH:24]=[CH:23][C:20]([C:21]#[N:22])=[CH:19][CH:18]=3)[N:15]=[CH:14][CH:13]=2)=[CH:8][N:7]([C:25]2[CH:30]=[CH:29][CH:28]=[C:27]([C:31]([F:34])([F:33])[F:32])[CH:26]=2)[C:6]1=[O:35])[CH3:4].F[C:37](F)(F)S(OS(C(F)(F)F)(=O)=O)(=O)=O.C(N(CC)C(C)C)(C)C.CO. Product: [CH3:37][O:1][CH2:2][C@H:3]([N:5]1[C:10](=[O:11])[C:9]([C:12]2[N:16]([C:17]3[CH:18]=[CH:19][C:20]([C:21]#[N:22])=[CH:23][CH:24]=3)[N:15]=[CH:14][CH:13]=2)=[CH:8][N:7]([C:25]2[CH:30]=[CH:29][CH:28]=[C:27]([C:31]([F:33])([F:34])[F:32])[CH:26]=2)[C:6]1=[O:35])[CH3:4]. (3) Reactant: [F:1][C:2]1[CH:3]=[C:4]([C:10]2[CH2:14][O:13][C:12](=[O:15])[C:11]=2[C:16]2[CH:21]=[CH:20][CH:19]=[CH:18][CH:17]=2)[CH:5]=[CH:6][C:7]=1[S:8][CH3:9].[OH2:22].[OH2:23].O.O.O.O.[Mg+2].C(O[O-])(=O)C1C(=CC=CC=1)C([O-])=O. Product: [F:1][C:2]1[CH:3]=[C:4]([C:10]2[CH2:14][O:13][C:12](=[O:15])[C:11]=2[C:16]2[CH:17]=[CH:18][CH:19]=[CH:20][CH:21]=2)[CH:5]=[CH:6][C:7]=1[S:8]([CH3:9])(=[O:23])=[O:22]. The catalyst class is: 61. (4) Reactant: CC(C)([O-])C.[K+].[CH3:7][C:8]([C:10]1[CH:15]=[CH:14][CH:13]=[N:12][CH:11]=1)=[O:9].[Br:16][C:17]1[N:22]=[C:21]([C:23](OCC)=[O:24])[CH:20]=[CH:19][CH:18]=1.O. Product: [Br:16][C:17]1[N:22]=[C:21]([C:23](=[O:24])[CH2:7][C:8]([C:10]2[CH:11]=[N:12][CH:13]=[CH:14][CH:15]=2)=[O:9])[CH:20]=[CH:19][CH:18]=1. The catalyst class is: 506. (5) Reactant: [NH2:1][C:2]1[N:7]=[C:6](OS(C2C=CC(C)=CC=2)(=O)=O)[C:5]([N+:19]([O-:21])=[O:20])=[C:4]([C:22]2[O:23][CH:24]=[CH:25][CH:26]=2)[N:3]=1.C(N(CC)CC)C.[N:34]1[CH:39]=[CH:38][CH:37]=[CH:36][C:35]=1[CH2:40][NH2:41].O. Product: [O:23]1[CH:24]=[CH:25][CH:26]=[C:22]1[C:4]1[N:3]=[C:2]([NH2:1])[N:7]=[C:6]([NH:41][CH2:40][C:35]2[CH:36]=[CH:37][CH:38]=[CH:39][N:34]=2)[C:5]=1[N+:19]([O-:21])=[O:20]. The catalyst class is: 216. (6) Reactant: [CH:1]([N:4]([CH3:30])[C:5]1[C:6]([C:19]2[NH:20][C:21]3[C:26]([CH:27]=2)=[CH:25][C:24]([O:28][CH3:29])=[CH:23][CH:22]=3)=[N:7][C:8]2[C:13]([N:14]=1)=[CH:12][C:11]([C:15]([O:17]C)=[O:16])=[CH:10][CH:9]=2)([CH3:3])[CH3:2].[OH-].[Na+]. Product: [CH:1]([N:4]([CH3:30])[C:5]1[C:6]([C:19]2[NH:20][C:21]3[C:26]([CH:27]=2)=[CH:25][C:24]([O:28][CH3:29])=[CH:23][CH:22]=3)=[N:7][C:8]2[C:13]([N:14]=1)=[CH:12][C:11]([C:15]([OH:17])=[O:16])=[CH:10][CH:9]=2)([CH3:3])[CH3:2]. The catalyst class is: 24. (7) Reactant: O=[C:2]1[C:11]2[C:6](=[CH:7][C:8]3[CH:15]=[CH:14][CH:13]=[CH:12][C:9]=3[CH:10]=2)[NH:5][CH:4]=[C:3]1[C:16]#[N:17].P(Cl)(Cl)([Cl:20])=O. Product: [Cl:20][C:2]1[C:11]2[C:6](=[CH:7][C:8]3[CH:15]=[CH:14][CH:13]=[CH:12][C:9]=3[CH:10]=2)[N:5]=[CH:4][C:3]=1[C:16]#[N:17]. The catalyst class is: 9. (8) Reactant: [Cl:1][C:2]1[CH:3]=[C:4]([N:13]2[C:21]3[C:16](=[CH:17][C:18]([C:23]#[N:24])=[C:19]([F:22])[CH:20]=3)[CH:15]=[CH:14]2)[CH:5]=[N:6][C:7]=1[O:8][CH2:9][CH:10]([CH3:12])[CH3:11].C1C(=O)N([Br:32])C(=O)C1. Product: [Br:32][C:15]1[C:16]2[C:21](=[CH:20][C:19]([F:22])=[C:18]([C:23]#[N:24])[CH:17]=2)[N:13]([C:4]2[CH:5]=[N:6][C:7]([O:8][CH2:9][CH:10]([CH3:12])[CH3:11])=[C:2]([Cl:1])[CH:3]=2)[CH:14]=1. The catalyst class is: 56. (9) Reactant: [CH2:1]([CH:8]1[O:12][C:11](=[O:13])[CH:10]=[C:9]1[OH:14])[C:2]1[CH:7]=[CH:6][CH:5]=[CH:4][CH:3]=1.CCN(CC)CC.C(Cl)CCl.[CH:26]1([C:32](O)=[O:33])[CH2:31][CH2:30][CH2:29][CH2:28][CH2:27]1.Cl.[Na+].[Cl-]. Product: [CH2:1]([CH:8]1[O:12][C:11](=[O:13])[C:10]([C:32]([CH:26]2[CH2:31][CH2:30][CH2:29][CH2:28][CH2:27]2)=[O:33])=[C:9]1[OH:14])[C:2]1[CH:3]=[CH:4][CH:5]=[CH:6][CH:7]=1. The catalyst class is: 251. (10) Reactant: [NH2:1][CH2:2][C:3]1[C:4]([F:15])=[C:5]([C:11]([Cl:14])=[CH:12][CH:13]=1)[C:6]([O:8][CH2:9][CH3:10])=[O:7].[C:16](Cl)(=[O:20])[CH:17]([CH3:19])[CH3:18].CCN(C(C)C)C(C)C. Product: [Cl:14][C:11]1[C:5]([C:6]([O:8][CH2:9][CH3:10])=[O:7])=[C:4]([F:15])[C:3]([CH2:2][NH:1][C:16](=[O:20])[CH:17]([CH3:19])[CH3:18])=[CH:13][CH:12]=1. The catalyst class is: 1.